Dataset: NCI-60 drug combinations with 297,098 pairs across 59 cell lines. Task: Regression. Given two drug SMILES strings and cell line genomic features, predict the synergy score measuring deviation from expected non-interaction effect. Drug 1: CN(C)C1=NC(=NC(=N1)N(C)C)N(C)C. Drug 2: CS(=O)(=O)OCCCCOS(=O)(=O)C. Cell line: COLO 205. Synergy scores: CSS=22.0, Synergy_ZIP=-0.282, Synergy_Bliss=7.02, Synergy_Loewe=-10.2, Synergy_HSA=1.09.